The task is: Predict which catalyst facilitates the given reaction.. This data is from Catalyst prediction with 721,799 reactions and 888 catalyst types from USPTO. (1) Reactant: [CH3:1][O:2][C:3]([C:5]1[C:9]2[CH:10]=[CH:11][C:12](B3OC(C)(C)C(C)(C)O3)=[CH:13][C:8]=2[O:7][C:6]=1[CH3:23])=[O:4].Br[C:25]1[CH:48]=[CH:47][C:28]([O:29][CH2:30][C:31]2[N:35]([C:36]3[C:41]([Cl:42])=[CH:40][CH:39]=[CH:38][C:37]=3[Cl:43])[N:34]=[CH:33][C:32]=2[CH:44]([CH3:46])[CH3:45])=[CH:27][C:26]=1[CH3:49].N#N.C1(P(C2CCCCC2)C2(OC)CC=CC(OC)=C2C2C=CC=CC=2)CCCCC1.P([O-])([O-])([O-])=O.[K+].[K+].[K+]. Product: [CH3:1][O:2][C:3]([C:5]1[C:9]2[CH:10]=[CH:11][C:12]([C:25]3[CH:48]=[CH:47][C:28]([O:29][CH2:30][C:31]4[N:35]([C:36]5[C:41]([Cl:42])=[CH:40][CH:39]=[CH:38][C:37]=5[Cl:43])[N:34]=[CH:33][C:32]=4[CH:44]([CH3:45])[CH3:46])=[CH:27][C:26]=3[CH3:49])=[CH:13][C:8]=2[O:7][C:6]=1[CH3:23])=[O:4]. The catalyst class is: 874. (2) Reactant: [Br:1][C:2]1[CH:7]=[CH:6][C:5]([OH:8])=[CH:4][CH:3]=1.[Cl:9][S:10](O)(=[O:12])=[O:11]. Product: [Br:1][C:2]1[CH:7]=[CH:6][C:5]([OH:8])=[C:4]([S:10]([Cl:9])(=[O:12])=[O:11])[CH:3]=1. The catalyst class is: 6.